Dataset: Catalyst prediction with 721,799 reactions and 888 catalyst types from USPTO. Task: Predict which catalyst facilitates the given reaction. (1) Reactant: [C:1]([O:5][C:6]([NH:8][C@@H:9]([CH3:13])[C:10](O)=O)=[O:7])([CH3:4])([CH3:3])[CH3:2].[F:14][C:15]1[CH:20]=[CH:19][CH:18]=[C:17]([NH2:21])[C:16]=1[NH:22][C:23]1[CH:28]=[CH:27][CH:26]=[CH:25][CH:24]=1.C1C=NC2N(O)N=NC=2C=1.CN1CCOCC1.Cl.CN(C)CCCN=C=NCC. Product: [C:1]([O:5][C:6](=[O:7])[NH:8][C@H:9]([C:10]1[N:22]([C:23]2[CH:28]=[CH:27][CH:26]=[CH:25][CH:24]=2)[C:16]2[C:15]([F:14])=[CH:20][CH:19]=[CH:18][C:17]=2[N:21]=1)[CH3:13])([CH3:4])([CH3:3])[CH3:2]. The catalyst class is: 2. (2) The catalyst class is: 137. Product: [CH:1]1[C:10]2[C:5](=[CH:6][CH:7]=[CH:8][CH:9]=2)[CH:4]=[CH:3][C:2]=1[C:11]1[CH:16]=[CH:15][N:14]=[C:13]([O:17][C@H:18]2[CH2:19][CH2:20][C@H:21]([CH2:24][NH2:25])[CH2:22][CH2:23]2)[N:12]=1. Reactant: [CH:1]1[C:10]2[C:5](=[CH:6][CH:7]=[CH:8][CH:9]=2)[CH:4]=[CH:3][C:2]=1[C:11]1[CH:16]=[CH:15][N:14]=[C:13]([O:17][C@H:18]2[CH2:23][CH2:22][C@H:21]([CH2:24][NH:25]C(=O)OC(C)(C)C)[CH2:20][CH2:19]2)[N:12]=1. (3) Reactant: [CH2:1]([O:3][C:4](=[O:32])[CH:5]([C:10]1[CH:11]=[C:12]([C:22]2[CH:27]=[CH:26][C:25]([C:28]([F:31])([F:30])[F:29])=[CH:24][CH:23]=2)[CH:13]=[C:14]([C:16]2[CH:21]=[CH:20][CH:19]=[CH:18][N:17]=2)[CH:15]=1)[CH2:6][CH:7]([CH3:9])[CH3:8])[CH3:2].Cl.O1CCOCC1. Product: [CH2:1]([O:3][C:4](=[O:32])[CH:5]([C:10]1[CH:11]=[C:12]([C:22]2[CH:23]=[CH:24][C:25]([C:28]([F:29])([F:30])[F:31])=[CH:26][CH:27]=2)[CH:13]=[C:14]([CH:16]2[CH2:21][CH2:20][CH2:19][CH2:18][NH:17]2)[CH:15]=1)[CH2:6][CH:7]([CH3:9])[CH3:8])[CH3:2]. The catalyst class is: 663.